From a dataset of HIV replication inhibition screening data with 41,000+ compounds from the AIDS Antiviral Screen. Binary Classification. Given a drug SMILES string, predict its activity (active/inactive) in a high-throughput screening assay against a specified biological target. (1) The molecule is CC(=O)SCC1OC(n2cc(C)c(=O)[nH]c2=O)CC1=NO. The result is 0 (inactive). (2) The drug is O=C(O)c1cc(CCc2cc(O)ccc2O)ccc1O. The result is 0 (inactive). (3) The compound is CCCCCCC(C=NO)C(C)(O)CCC. The result is 0 (inactive). (4) The drug is OCc1ccc2c(c1)CC1(C2)Cc2cc3c(cc2C1O)CCC3. The result is 0 (inactive). (5) The drug is CN(C)c1nc(NC23CC4CC(CC(C4)C2)C3)nc(N(C)C)n1. The result is 0 (inactive). (6) The drug is CCOC(=O)C1C(c2ccc(OC)cc2)c2c(nn(-c3ccccc3)c2O)CC1(C)O. The result is 0 (inactive). (7) The drug is N#CC(C#N)=C1NN=C(Cl)c2ccccc21. The result is 0 (inactive). (8) The result is 0 (inactive). The molecule is COC12C(COC(N)=O)C3=C(C(=O)C(C)=C(N(C)c4ccc(O)cc4)C3=O)N1CC1NC12. (9) The compound is CC(C)(C)c1cc2c(O)c(c1)C(c1ccccc1)c1cc(C(C)(C)C)cc(c1O)Cc1cc(C(C)(C)C)cc(c1O)C(c1ccccc1)c1cc(C(C)(C)C)cc(c1O)C2. The result is 0 (inactive).